This data is from Catalyst prediction with 721,799 reactions and 888 catalyst types from USPTO. The task is: Predict which catalyst facilitates the given reaction. (1) Reactant: [F:1][C:2]1[C:7]([F:8])=[CH:6][CH:5]=[CH:4][C:3]=1[OH:9].[Br:10][C:11](Br)=[CH:12][CH2:13][CH3:14].C([O-])([O-])=O.[K+].[K+]. Product: [Br:10][CH2:11]/[CH:12]=[CH:13]/[CH2:14][O:9][C:3]1[CH:4]=[CH:5][CH:6]=[C:7]([F:8])[C:2]=1[F:1]. The catalyst class is: 21. (2) Reactant: CO.C([O:5][C:6]([C:8]1[S:12][CH:11]=[N:10][C:9]=1[N:13]1[C:17](=[O:18])[NH:16][C:15]([CH:19]([C:36]2[C:37]([F:48])=[C:38]3[C:43](=[C:44]([O:46][CH3:47])[CH:45]=2)[O:42][CH2:41][CH2:40][CH2:39]3)[NH:20][C:21]2[CH:26]=[CH:25][C:24]([C:27]3[N:31]=[C:30]([C:32]([F:35])([F:34])[F:33])[O:29][N:28]=3)=[CH:23][CH:22]=2)=[N:14]1)=[O:7])C.[OH-].[Na+].C(O)(=[O:53])C. Product: [F:33][C:32]([F:35])([F:34])[C:30]([OH:53])=[O:29].[C:27]([C:24]1[CH:25]=[CH:26][C:21]([NH:20][CH:19]([C:36]2[C:37]([F:48])=[C:38]3[C:43](=[C:44]([O:46][CH3:47])[CH:45]=2)[O:42][CH2:41][CH2:40][CH2:39]3)[C:15]2[NH:16][C:17](=[O:18])[N:13]([C:9]3[N:10]=[CH:11][S:12][C:8]=3[C:6]([OH:7])=[O:5])[N:14]=2)=[CH:22][CH:23]=1)(=[NH:28])[NH2:31]. The catalyst class is: 150. (3) Reactant: Br[C:2]1[CH:10]=[C:9]([Cl:11])[C:8]([O:12][CH3:13])=[CH:7][C:3]=1[C:4]([OH:6])=[O:5].[Li]CCCC.[C:19]([C:21]1[CH:22]=[C:23]([CH:30]=[CH:31][CH:32]=1)[C:24](N(OC)C)=[O:25])#[N:20].Cl. Product: [Cl:11][C:9]1[C:8]([O:12][CH3:13])=[CH:7][C:3]([C:4]([OH:6])=[O:5])=[C:2]([C:24](=[O:25])[C:23]2[CH:30]=[CH:31][CH:32]=[C:21]([C:19]#[N:20])[CH:22]=2)[CH:10]=1. The catalyst class is: 20. (4) Reactant: [F:1][C:2]1[CH:7]=[CH:6][CH:5]=[CH:4][C:3]=1[N:8]=[C:9]=[O:10].[CH2:11]([O:18][CH2:19][C:20]([NH:22][NH2:23])=O)[C:12]1[CH:17]=[CH:16][CH:15]=[CH:14][CH:13]=1. Product: [CH2:11]([O:18][CH2:19][C:20]1[N:8]([C:3]2[CH:4]=[CH:5][CH:6]=[CH:7][C:2]=2[F:1])[C:9](=[O:10])[NH:23][N:22]=1)[C:12]1[CH:17]=[CH:16][CH:15]=[CH:14][CH:13]=1. The catalyst class is: 1. (5) Reactant: Br[C:2]1[N:7]=[C:6]([CH3:8])[CH:5]=[CH:4][N:3]=1.[NH2:9][C@H:10]1[C:19]2[C:14](=[CH:15][CH:16]=[C:17]([F:20])[CH:18]=2)[N:13]([C:21](=[O:23])[CH3:22])[C@@H:12]([CH2:24][CH3:25])[C@@H:11]1[CH3:26].CC(C)([O-])C.[Na+].CN(C1C(C2C(P(C3CCCCC3)C3CCCCC3)=CC=CC=2)=CC=CC=1)C. Product: [CH2:24]([C@H:12]1[C@H:11]([CH3:26])[C@@H:10]([NH:9][C:2]2[N:7]=[C:6]([CH3:8])[CH:5]=[CH:4][N:3]=2)[C:19]2[C:14](=[CH:15][CH:16]=[C:17]([F:20])[CH:18]=2)[N:13]1[C:21](=[O:23])[CH3:22])[CH3:25]. The catalyst class is: 62. (6) The catalyst class is: 22. Reactant: O[CH2:2][C:3]([NH:6][C:7]([C:9]1[CH:18]=[CH:17][C:12]([C:13]([O:15][CH3:16])=[O:14])=[CH:11][CH:10]=1)=[O:8])([CH3:5])[CH3:4].S(Cl)(Cl)=O. Product: [CH3:2][C:3]1([CH3:5])[CH2:4][O:8][C:7]([C:9]2[CH:18]=[CH:17][C:12]([C:13]([O:15][CH3:16])=[O:14])=[CH:11][CH:10]=2)=[N:6]1.